Task: Predict the product of the given reaction.. Dataset: Forward reaction prediction with 1.9M reactions from USPTO patents (1976-2016) (1) Given the reactants [C:1](/[CH:3]=[CH:4]/[S:5]([C:8]1[CH:13]=[CH:12][C:11]([C:14]([CH3:19])([CH3:18])[C:15]([OH:17])=O)=[CH:10][CH:9]=1)(=[O:7])=[O:6])#[N:2].[F:20][C:21]1[CH:28]=[CH:27][C:24]([CH2:25][NH2:26])=[CH:23][CH:22]=1.Cl.CN(C)CCCN=C=NCC.ON1C2C=CC=CC=2N=N1, predict the reaction product. The product is: [C:1](/[CH:3]=[CH:4]/[S:5]([C:8]1[CH:9]=[CH:10][C:11]([C:14]([CH3:19])([CH3:18])[C:15]([NH:26][CH2:25][C:24]2[CH:27]=[CH:28][C:21]([F:20])=[CH:22][CH:23]=2)=[O:17])=[CH:12][CH:13]=1)(=[O:6])=[O:7])#[N:2]. (2) The product is: [CH3:4][C:2]([Si:5]([CH3:46])([CH3:45])[O:6][C@H:7]([CH2:37][O:38][C:39]1[CH:40]=[CH:41][CH:42]=[CH:43][CH:44]=1)[CH2:8][NH:9][CH2:17][C@H:18]1[CH2:27][CH2:26][C:25]2[C:20](=[CH:21][CH:22]=[C:23]([C:28]3[CH:33]=[CH:32][N:31]=[C:30]([C:34]([NH2:36])=[O:35])[CH:29]=3)[CH:24]=2)[O:19]1)([CH3:1])[CH3:3]. Given the reactants [CH3:1][C:2]([Si:5]([CH3:46])([CH3:45])[O:6][C@H:7]([CH2:37][O:38][C:39]1[CH:44]=[CH:43][CH:42]=[CH:41][CH:40]=1)[CH2:8][N:9]([CH2:17][C@H:18]1[CH2:27][CH2:26][C:25]2[C:20](=[CH:21][CH:22]=[C:23]([C:28]3[CH:33]=[CH:32][N:31]=[C:30]([C:34]([NH2:36])=[O:35])[CH:29]=3)[CH:24]=2)[O:19]1)CC1C=CC=CC=1)([CH3:4])[CH3:3].C([O-])=O.[NH4+], predict the reaction product. (3) The product is: [Br:17][C:8]1[C:7]([CH2:14][CH2:15][CH3:16])=[CH:6][C:5]2[C:10](=[CH:11][CH:12]=[C:3]([O:2][CH3:1])[CH:4]=2)[C:9]=1[OH:13]. Given the reactants [CH3:1][O:2][C:3]1[CH:4]=[C:5]2[C:10](=[CH:11][CH:12]=1)[C:9](=[O:13])[CH2:8][CH:7]([CH2:14][CH2:15][CH3:16])[CH2:6]2.[Br:17]Br.C1CCN2C(=NCCC2)CC1, predict the reaction product. (4) Given the reactants C(OC([N:6]1[CH2:11][CH2:10][CH:9]([NH:12][C:13]2[S:14][C:15]3[CH:21]=[C:20]([Cl:22])[CH:19]=[CH:18][C:16]=3[N:17]=2)[CH2:8][CH2:7]1)=O)C.[BrH:23], predict the reaction product. The product is: [BrH:23].[BrH:23].[Cl:22][C:20]1[CH:19]=[CH:18][C:16]2[N:17]=[C:13]([NH:12][CH:9]3[CH2:8][CH2:7][NH:6][CH2:11][CH2:10]3)[S:14][C:15]=2[CH:21]=1. (5) Given the reactants Cl[C:2]1[C:11]2[C:6](=[CH:7][CH:8]=[CH:9][CH:10]=2)[CH:5]=[CH:4][N+:3]=1[O-:12].[NH2:13][C@@H:14]1[CH2:19][CH2:18][CH2:17][N:16]([C:20]([O:22][C:23]([CH3:26])([CH3:25])[CH3:24])=[O:21])[CH2:15]1.CCN(C(C)C)C(C)C.O, predict the reaction product. The product is: [O-:12][N+:3]1[CH:4]=[CH:5][C:6]2[C:11](=[CH:10][CH:9]=[CH:8][CH:7]=2)[C:2]=1[NH:13][C@@H:14]1[CH2:19][CH2:18][CH2:17][N:16]([C:20]([O:22][C:23]([CH3:26])([CH3:25])[CH3:24])=[O:21])[CH2:15]1. (6) Given the reactants C[O:2][C:3](=[O:28])[CH2:4][CH2:5][CH2:6][CH2:7][CH2:8][NH:9][C:10](=[O:27])[CH:11]=[C:12]1[C:18]2[CH:19]=[CH:20][CH:21]=[CH:22][C:17]=2[C:16]2[CH2:23][CH2:24][CH:25]=[CH:26][C:15]=2[CH:14]=[CH:13]1.CO.[Li+].[OH-].Cl, predict the reaction product. The product is: [CH:22]1[C:17]2[C:16]3[CH2:23][CH2:24][CH:25]=[CH:26][C:15]=3[CH:14]=[CH:13][C:12](=[CH:11][C:10]([NH:9][CH2:8][CH2:7][CH2:6][CH2:5][CH2:4][C:3]([OH:28])=[O:2])=[O:27])[C:18]=2[CH:19]=[CH:20][CH:21]=1. (7) Given the reactants [CH2:1]([O:8][C:9]1[CH:14]=[CH:13][N:12]([C:15]2[CH:16]=[CH:17][C:18]3[C:19]4[CH2:28][N:27](C(OC(C)(C)C)=O)[CH2:26][CH2:25][C:20]=4[N:21]([CH3:24])[C:22]=3[CH:23]=2)[C:11](=[O:36])[CH:10]=1)[C:2]1[CH:7]=[CH:6][CH:5]=[CH:4][CH:3]=1.[ClH:37], predict the reaction product. The product is: [ClH:37].[CH2:1]([O:8][C:9]1[CH:14]=[CH:13][N:12]([C:15]2[CH:16]=[CH:17][C:18]3[C:19]4[CH2:28][NH:27][CH2:26][CH2:25][C:20]=4[N:21]([CH3:24])[C:22]=3[CH:23]=2)[C:11](=[O:36])[CH:10]=1)[C:2]1[CH:3]=[CH:4][CH:5]=[CH:6][CH:7]=1.